From a dataset of Peptide-MHC class II binding affinity with 134,281 pairs from IEDB. Regression. Given a peptide amino acid sequence and an MHC pseudo amino acid sequence, predict their binding affinity value. This is MHC class II binding data. (1) The peptide sequence is LEKLKNKIRRAETGS. The MHC is DRB1_0101 with pseudo-sequence DRB1_0101. The binding affinity (normalized) is 0.322. (2) The peptide sequence is FVQALTTAAASYASV. The MHC is DRB3_0202 with pseudo-sequence DRB3_0202. The binding affinity (normalized) is 0.433. (3) The peptide sequence is GAATVAAGAATTAAG. The MHC is HLA-DQA10102-DQB10502 with pseudo-sequence HLA-DQA10102-DQB10502. The binding affinity (normalized) is 0.455. (4) The peptide sequence is YRIAARPGAVTRRAA. The MHC is HLA-DQA10201-DQB10202 with pseudo-sequence HLA-DQA10201-DQB10202. The binding affinity (normalized) is 0.263. (5) The peptide sequence is DRAVKLYRKLKREIT. The MHC is DRB1_0405 with pseudo-sequence DRB1_0405. The binding affinity (normalized) is 0.160. (6) The peptide sequence is GELQKVDKIDAAFKI. The MHC is DRB1_0101 with pseudo-sequence DRB1_0101. The binding affinity (normalized) is 0.367. (7) The peptide sequence is ILSEGNSFTAPNESY. The MHC is HLA-DQA10501-DQB10201 with pseudo-sequence HLA-DQA10501-DQB10201. The binding affinity (normalized) is 0.0956.